Dataset: NCI-60 drug combinations with 297,098 pairs across 59 cell lines. Task: Regression. Given two drug SMILES strings and cell line genomic features, predict the synergy score measuring deviation from expected non-interaction effect. (1) Drug 1: C1=CC(=C(C=C1I)F)NC2=C(C=CC(=C2F)F)C(=O)NOCC(CO)O. Drug 2: CC(C)(C#N)C1=CC=C(C=C1)N2C3=C4C=C(C=CC4=NC=C3N(C2=O)C)C5=CC6=CC=CC=C6N=C5. Cell line: OVCAR3. Synergy scores: CSS=65.1, Synergy_ZIP=3.91, Synergy_Bliss=4.51, Synergy_Loewe=5.65, Synergy_HSA=10.4. (2) Drug 1: C1=NC(=NC(=O)N1C2C(C(C(O2)CO)O)O)N. Drug 2: CCCCC(=O)OCC(=O)C1(CC(C2=C(C1)C(=C3C(=C2O)C(=O)C4=C(C3=O)C=CC=C4OC)O)OC5CC(C(C(O5)C)O)NC(=O)C(F)(F)F)O. Cell line: 786-0. Synergy scores: CSS=47.6, Synergy_ZIP=0.606, Synergy_Bliss=0.633, Synergy_Loewe=-5.78, Synergy_HSA=0.932.